This data is from Forward reaction prediction with 1.9M reactions from USPTO patents (1976-2016). The task is: Predict the product of the given reaction. (1) Given the reactants [CH:1]([C:4]1[CH:9]=[CH:8][CH:7]=[CH:6][C:5]=1[OH:10])=[CH:2][CH3:3].C(=O)([O-])[O-].[K+].[K+].[CH3:17][C:18]([CH3:20])=[O:19].ClCC(=O)C, predict the reaction product. The product is: [CH3:17][C:18]([CH2:20][O:10][C:5]1[CH:6]=[CH:7][CH:8]=[CH:9][C:4]=1[CH:1]=[CH:2][CH3:3])=[O:19]. (2) Given the reactants [Br:1][C:2]1[CH:3]=[CH:4][CH:5]=[C:6]2[C:11]=1[N:10]=[C:9]([C:12]1[CH:17]=[C:16]([C:18]([CH3:21])([CH3:20])[CH3:19])[CH:15]=[C:14]([C:22]([CH3:25])([CH3:24])[CH3:23])[C:13]=1[O:26]C)[CH:8]=[CH:7]2.B(Br)(Br)Br.C(Cl)Cl, predict the reaction product. The product is: [Br:1][C:2]1[CH:3]=[CH:4][CH:5]=[C:6]2[C:11]=1[N:10]=[C:9]([C:12]1[CH:17]=[C:16]([C:18]([CH3:19])([CH3:20])[CH3:21])[CH:15]=[C:14]([C:22]([CH3:25])([CH3:24])[CH3:23])[C:13]=1[OH:26])[CH:8]=[CH:7]2. (3) Given the reactants C(N([CH2:17][C:18]([OH:20])=[O:19])[CH2:17][C:18]([OH:20])=[O:19])CN([CH2:17][C:18]([OH:20])=[O:19])[CH2:17][C:18]([OH:20])=[O:19].[C:21](O)(=O)[CH2:22][C:23]([CH2:28][C:29](O)=O)([C:25](O)=O)O.N[CH2:35][C:36]([OH:38])=O.[OH-].[Na+], predict the reaction product. The product is: [CH3:29][C:28]1[C:23]2[CH:22]=[CH:21][C:36]([OH:38])=[CH:35][C:25]=2[O:20][C:18](=[O:19])[CH:17]=1. (4) Given the reactants [C:1]([C:3]1[N:4]=[C:5]([C:16]([OH:18])=O)[N:6]([CH2:8][O:9][CH2:10][CH2:11][Si:12]([CH3:15])([CH3:14])[CH3:13])[CH:7]=1)#[N:2].[K].CCN(C(C)C)C(C)C.[C:29]1([C:35]2[CH:40]=[C:39]([CH2:41][S:42]([N:45]3[CH2:50][CH2:49][O:48][CH2:47][CH2:46]3)(=[O:44])=[O:43])[CH:38]=[CH:37][C:36]=2[NH2:51])[CH2:34][CH2:33][CH2:32][CH2:31][CH:30]=1.C1CN([P+](Br)(N2CCCC2)N2CCCC2)CC1.F[P-](F)(F)(F)(F)F, predict the reaction product. The product is: [C:29]1([C:35]2[CH:40]=[C:39]([CH2:41][S:42]([N:45]3[CH2:50][CH2:49][O:48][CH2:47][CH2:46]3)(=[O:44])=[O:43])[CH:38]=[CH:37][C:36]=2[NH:51][C:16]([C:5]2[N:6]([CH2:8][O:9][CH2:10][CH2:11][Si:12]([CH3:13])([CH3:14])[CH3:15])[CH:7]=[C:3]([C:1]#[N:2])[N:4]=2)=[O:18])[CH2:34][CH2:33][CH2:32][CH2:31][CH:30]=1. (5) Given the reactants [CH3:1][C:2]1[CH:3]=[C:4]([CH:8]=[CH:9][C:10]=1[C:11]([N:13]1[CH2:17][CH2:16][CH2:15][CH2:14]1)=[O:12])[C:5]([OH:7])=O.CN(C(ON1N=NC2C=CC=CC1=2)=[N+](C)C)C.[B-](F)(F)(F)F.C(N(C(C)C)CC)(C)C.[Cl:49][C:50]1[CH:64]=[CH:63][C:53]2[NH:54][C:55]([C@@H:57]([NH2:62])[C:58]([CH3:61])([CH3:60])[CH3:59])=[N:56][C:52]=2[CH:51]=1.ClCl, predict the reaction product. The product is: [Cl:49][C:50]1[CH:64]=[CH:63][C:53]2[NH:54][C:55]([C@@H:57]([NH:62][C:5](=[O:7])[C:4]3[CH:8]=[CH:9][C:10]([C:11]([N:13]4[CH2:17][CH2:16][CH2:15][CH2:14]4)=[O:12])=[C:2]([CH3:1])[CH:3]=3)[C:58]([CH3:60])([CH3:61])[CH3:59])=[N:56][C:52]=2[CH:51]=1. (6) Given the reactants C(=O)([O-])[O-].[Cs+].[Cs+].[C:7](=[NH:20])([C:14]1[CH:19]=[CH:18][CH:17]=[CH:16][CH:15]=1)[C:8]1[CH:13]=[CH:12][CH:11]=[CH:10][CH:9]=1.FC(F)(F)S(O[C:27]1[CH:32]=[CH:31][C:30]([C@H:33]2[CH2:38][CH2:37][C@H:36]([CH:39]([CH3:45])[C:40]([O:42][CH2:43][CH3:44])=[O:41])[CH2:35][CH2:34]2)=[CH:29][CH:28]=1)(=O)=O.O, predict the reaction product. The product is: [C:8]1([C:7](=[N:20][C:27]2[CH:32]=[CH:31][C:30]([C@H:33]3[CH2:34][CH2:35][C@H:36]([CH:39]([CH3:45])[C:40]([O:42][CH2:43][CH3:44])=[O:41])[CH2:37][CH2:38]3)=[CH:29][CH:28]=2)[C:14]2[CH:15]=[CH:16][CH:17]=[CH:18][CH:19]=2)[CH:13]=[CH:12][CH:11]=[CH:10][CH:9]=1. (7) Given the reactants Cl.[OH:2][C@@H:3]1[C@H:7]([OH:8])[C@@H:6]([CH2:9][OH:10])[CH2:5][C@H:4]1[NH2:11].[CH:12]1[C:24]2[CH:23]([CH2:25][O:26][C:27](ON3C(=O)CCC3=O)=[O:28])[C:22]3[C:17](=[CH:18][CH:19]=[CH:20][CH:21]=3)[C:16]=2[CH:15]=[CH:14][CH:13]=1.C(=O)([O-])O.[Na+].C(Cl)(Cl)Cl.CO.C(O)(=O)C, predict the reaction product. The product is: [CH:12]1[C:24]2[CH:23]([CH2:25][O:26][C:27](=[O:28])[NH:11][C@@H:4]3[CH2:5][C@H:6]([CH2:9][OH:10])[C@@H:7]([OH:8])[C@H:3]3[OH:2])[C:22]3[C:17](=[CH:18][CH:19]=[CH:20][CH:21]=3)[C:16]=2[CH:15]=[CH:14][CH:13]=1. (8) Given the reactants Cl[C:2]1[N:7]=[C:6]([C:8]2[S:12][C:11]([CH3:13])=[N:10][C:9]=2[C:14]2[CH:15]=[C:16]([NH:20][C:21](=[O:30])[C:22]3[CH:27]=[C:26]([F:28])[CH:25]=[CH:24][C:23]=3[F:29])[CH:17]=[CH:18][CH:19]=2)[CH:5]=[CH:4][N:3]=1.Cl.[NH2:32][C:33]1[CH:38]=[CH:37][C:36]([O:39][CH2:40][CH2:41][N:42]([CH3:44])[CH3:43])=[C:35]([F:45])[CH:34]=1, predict the reaction product. The product is: [CH3:43][N:42]([CH3:44])[CH2:41][CH2:40][O:39][C:36]1[CH:37]=[CH:38][C:33]([NH:32][C:2]2[N:7]=[C:6]([C:8]3[S:12][C:11]([CH3:13])=[N:10][C:9]=3[C:14]3[CH:15]=[C:16]([NH:20][C:21](=[O:30])[C:22]4[CH:27]=[C:26]([F:28])[CH:25]=[CH:24][C:23]=4[F:29])[CH:17]=[CH:18][CH:19]=3)[CH:5]=[CH:4][N:3]=2)=[CH:34][C:35]=1[F:45]. (9) The product is: [Cl:1][C:2]1[CH:14]=[CH:13][C:5]([O:6][C@@H:7]([CH3:12])[C:8]([OH:10])=[O:9])=[C:4]([O:15][C:16]2[CH:21]=[CH:20][C:19]([S:22]([CH2:25][CH3:26])(=[O:23])=[O:24])=[CH:18][C:17]=2[Cl:27])[CH:3]=1. Given the reactants [Cl:1][C:2]1[CH:14]=[CH:13][C:5]([O:6][C@@H:7]([CH3:12])[C:8]([O:10]C)=[O:9])=[C:4]([O:15][C:16]2[CH:21]=[CH:20][C:19]([S:22]([CH2:25][CH3:26])(=[O:24])=[O:23])=[CH:18][C:17]=2[Cl:27])[CH:3]=1.[OH-].[Li+], predict the reaction product.